Dataset: Forward reaction prediction with 1.9M reactions from USPTO patents (1976-2016). Task: Predict the product of the given reaction. Given the reactants C(OC([N:8]1[C:16]2[C:11](=[CH:12][C:13]([CH3:25])=[C:14]([NH:17][C:18]3[CH:23]=[CH:22][CH:21]=[CH:20][C:19]=3[Cl:24])[CH:15]=2)[C:10]([C:26]2[CH:31]=[CH:30][CH:29]=[CH:28][CH:27]=2)=[N:9]1)=O)(C)(C)C.Cl, predict the reaction product. The product is: [ClH:24].[Cl:24][C:19]1[CH:20]=[CH:21][CH:22]=[CH:23][C:18]=1[NH:17][C:14]1[CH:15]=[C:16]2[C:11]([C:10]([C:26]3[CH:27]=[CH:28][CH:29]=[CH:30][CH:31]=3)=[N:9][NH:8]2)=[CH:12][C:13]=1[CH3:25].